From a dataset of Peptide-MHC class I binding affinity with 185,985 pairs from IEDB/IMGT. Regression. Given a peptide amino acid sequence and an MHC pseudo amino acid sequence, predict their binding affinity value. This is MHC class I binding data. (1) The MHC is HLA-A01:01 with pseudo-sequence HLA-A01:01. The peptide sequence is RTIQGQRFW. The binding affinity (normalized) is 0.0847. (2) The MHC is HLA-A80:01 with pseudo-sequence HLA-A80:01. The binding affinity (normalized) is 0.0847. The peptide sequence is VNRWLFRHL. (3) The peptide sequence is VSSKKCTAL. The MHC is HLA-B35:01 with pseudo-sequence HLA-B35:01. The binding affinity (normalized) is 0.0847. (4) The peptide sequence is WGKEAVNHF. The MHC is HLA-A80:01 with pseudo-sequence HLA-A80:01. The binding affinity (normalized) is 0.0847. (5) The peptide sequence is QPQQLPQF. The MHC is HLA-B35:01 with pseudo-sequence HLA-B35:01. The binding affinity (normalized) is 0.